Dataset: Reaction yield outcomes from USPTO patents with 853,638 reactions. Task: Predict the reaction yield, written as a fraction of the theoretical maximum amount of product (1.0 means a 100% yield; for example, 0.34 means a 34% yield). (1) The reactants are I[CH2:2][CH3:3].[Br:4][C:5]1[CH:6]=[C:7]([SH:11])[CH:8]=[CH:9][CH:10]=1.C(#N)C.C(=O)([O-])[O-].[K+].[K+]. The catalyst is C(OCC)(=O)C. The product is [Br:4][C:5]1[CH:10]=[CH:9][CH:8]=[C:7]([S:11][CH2:2][CH3:3])[CH:6]=1. The yield is 1.00. (2) The reactants are COC1C=CC(C[N:8]([C:31]2[S:32][CH:33]=[CH:34][N:35]=2)[S:9]([C:12]2[CH:13]=[CH:14][C:15]3[N:20]([C:21]4[CH:29]=[CH:28][CH:27]=[CH:26][C:22]=4[C:23]([NH2:25])=[O:24])[CH2:19][CH2:18][O:17][C:16]=3[CH:30]=2)(=[O:11])=[O:10])=CC=1.C(O)(C(F)(F)F)=O. The catalyst is C(Cl)Cl. The product is [S:32]1[CH:33]=[CH:34][N:35]=[C:31]1[NH:8][S:9]([C:12]1[CH:13]=[CH:14][C:15]2[N:20]([C:21]3[CH:29]=[CH:28][CH:27]=[CH:26][C:22]=3[C:23]([NH2:25])=[O:24])[CH2:19][CH2:18][O:17][C:16]=2[CH:30]=1)(=[O:10])=[O:11]. The yield is 0.0338.